Dataset: Reaction yield outcomes from USPTO patents with 853,638 reactions. Task: Predict the reaction yield, written as a fraction of the theoretical maximum amount of product (1.0 means a 100% yield; for example, 0.34 means a 34% yield). (1) The reactants are Cl[C:2]1[C:11]2[C:6](=[CH:7][C:8]([O:14][CH2:15][CH2:16][CH2:17][N:18]([CH3:23])[S:19]([CH3:22])(=[O:21])=[O:20])=[C:9]([O:12][CH3:13])[CH:10]=2)[N:5]=[CH:4][N:3]=1.C(=O)([O-])[O-].[K+].[K+].[OH:30][C:31]1[CH:40]=[C:39]2[C:34]([CH:35]=[CH:36][CH:37]=[N:38]2)=[CH:33][CH:32]=1. The catalyst is CN(C=O)C. The product is [CH3:13][O:12][C:9]1[CH:10]=[C:11]2[C:6](=[CH:7][C:8]=1[O:14][CH2:15][CH2:16][CH2:17][N:18]([CH3:23])[S:19]([CH3:22])(=[O:21])=[O:20])[N:5]=[CH:4][N:3]=[C:2]2[O:30][C:31]1[CH:40]=[C:39]2[C:34]([CH:35]=[CH:36][CH:37]=[N:38]2)=[CH:33][CH:32]=1. The yield is 0.630. (2) The reactants are [F:1][C:2]1[C:3]([O:26]C)=[C:4]([CH:7]=[C:8]([N:10]2[CH2:16][CH2:15][CH2:14][C:13]3[O:17][C:18]([C:20]4[CH:25]=[CH:24][CH:23]=[CH:22][N:21]=4)=[N:19][C:12]=3[CH2:11]2)[CH:9]=1)[C:5]#[N:6].B(Br)(Br)Br. The catalyst is ClCCl. The product is [F:1][C:2]1[C:3]([OH:26])=[C:4]([CH:7]=[C:8]([N:10]2[CH2:16][CH2:15][CH2:14][C:13]3[O:17][C:18]([C:20]4[CH:25]=[CH:24][CH:23]=[CH:22][N:21]=4)=[N:19][C:12]=3[CH2:11]2)[CH:9]=1)[C:5]#[N:6]. The yield is 0.650. (3) The reactants are [NH2:1][C:2]1[C:7]([OH:8])=[C:6]([C:9]#[N:10])[CH:5]=[CH:4][C:3]=1[N+:11]([O-:13])=[O:12].[C:14](OCC)(OCC)(OCC)[CH3:15]. No catalyst specified. The product is [C:9]([C:6]1[C:7]2[O:8][C:14]([CH3:15])=[N:1][C:2]=2[C:3]([N+:11]([O-:13])=[O:12])=[CH:4][CH:5]=1)#[N:10]. The yield is 0.630. (4) The reactants are [C:1]([O:5][C:6]([N:8]1[CH2:11][CH:10]([NH:12][C:13]2[CH:14]=[C:15]3[C:24](=[CH:25][C:26]=2[CH3:27])[O:23][CH2:22][C:21]2[N:16]3[CH:17]([CH3:29])[C:18](=[O:28])[NH:19][N:20]=2)[CH2:9]1)=[O:7])([CH3:4])([CH3:3])[CH3:2].C=O.[C:32]([BH3-])#N.[Na+]. The catalyst is CO.CC(O)=O. The product is [C:1]([O:5][C:6]([N:8]1[CH2:11][CH:10]([N:12]([C:13]2[CH:14]=[C:15]3[C:24](=[CH:25][C:26]=2[CH3:27])[O:23][CH2:22][C:21]2[N:16]3[CH:17]([CH3:29])[C:18](=[O:28])[NH:19][N:20]=2)[CH3:32])[CH2:9]1)=[O:7])([CH3:4])([CH3:3])[CH3:2]. The yield is 0.490.